This data is from HIV replication inhibition screening data with 41,000+ compounds from the AIDS Antiviral Screen. The task is: Binary Classification. Given a drug SMILES string, predict its activity (active/inactive) in a high-throughput screening assay against a specified biological target. (1) The molecule is C[Si](C)(C)C(Sc1ccccc1)(Sc1ccccc1)Sc1ccccc1. The result is 0 (inactive). (2) The molecule is CC(=O)N(C)SCC(NC(=O)C(Cc1ccccc1)NC(=O)OCc1ccccc1)C(=O)NC(Cc1ccccc1)C(=O)NC(Cc1cn(C=O)c2ccccc12)C(=O)NC(CCCCNC(=O)OCc1ccccc1)C(=O)NC(C(=O)NC(CSN(C)C(C)=O)C(=O)NO)C(C)OCc1ccccc1. The result is 0 (inactive). (3) The compound is C=C(C(=C)P(=S)(c1ccccc1)c1ccccc1)P(=S)(c1ccccc1)c1ccccc1. The result is 0 (inactive). (4) The compound is CCOC(=O)c1cc(=O)n(C)c(=O)n1C. The result is 0 (inactive). (5) The result is 0 (inactive). The compound is Cc1ccc(C)n1-n1c(-c2ccccc2)n[nH]c1=O. (6) The compound is COC(C=Cc1ccccc1)=C[SH](C)(=O)N(C)C. The result is 0 (inactive). (7) The compound is COC1(C(C)(C)C)C=C(C(C)(C)C)P(=O)(O)O1. The result is 0 (inactive). (8) The compound is COC(=O)CC(C)(NS(=O)c1ccc(C)cc1)c1ccccc1. The result is 0 (inactive). (9) The molecule is Cc1cc(C)c(P2C(=C(O[Si](C(C)C)(C(C)C)C(C)C)C(C)(C)C)C2(c2ccccc2)c2ccccc2)c(C)c1. The result is 0 (inactive).